From a dataset of Catalyst prediction with 721,799 reactions and 888 catalyst types from USPTO. Predict which catalyst facilitates the given reaction. The catalyst class is: 266. Reactant: [NH2:1][CH:2]1[CH2:7][CH2:6][N:5]([S:8]([C:11]2[CH:12]=[C:13]([CH:16]=[CH:17][C:18]=2[O:19][C:20]2[CH:25]=[C:24]([Cl:26])[CH:23]=[C:22]([Cl:27])[CH:21]=2)[C:14]#[N:15])(=[O:10])=[O:9])[CH2:4][CH2:3]1.[C:28]([N:35]1[CH:39]=[CH:38][N:37]=[CH:36]1)(N1C=CN=C1)=[O:29].NCCN1C[CH2:47][O:46][CH2:45][CH2:44]1. Product: [C:14]([C:13]1[CH:16]=[CH:17][C:18]([O:19][C:20]2[CH:21]=[C:22]([Cl:27])[CH:23]=[C:24]([Cl:26])[CH:25]=2)=[C:11]([S:8]([N:5]2[CH2:4][CH2:3][CH:2]([NH:1][C:28]([NH:35][CH2:39][CH2:38][N:37]3[CH2:36][CH2:47][O:46][CH2:45][CH2:44]3)=[O:29])[CH2:7][CH2:6]2)(=[O:10])=[O:9])[CH:12]=1)#[N:15].[CH:18]([O:19][CH:20]([CH3:25])[CH3:21])([CH3:17])[CH3:11].